This data is from Catalyst prediction with 721,799 reactions and 888 catalyst types from USPTO. The task is: Predict which catalyst facilitates the given reaction. (1) Reactant: [Cl:1][C:2]1[CH:3]=[C:4]([CH2:16][C:17]([OH:19])=O)[CH:5]=[CH:6][C:7]=1[O:8][S:9]([C:12]([F:15])([F:14])[F:13])(=[O:11])=[O:10].[NH2:20][C:21]1[N:26]=[CH:25][C:24]([N:27]2[CH2:32][CH2:31][N:30]([C:33](=[O:35])[CH3:34])[CH2:29][CH2:28]2)=[CH:23][CH:22]=1.CN(C(ON1N=NC2C=CC=NC1=2)=[N+](C)C)C.F[P-](F)(F)(F)(F)F.CCN(C(C)C)C(C)C. Product: [F:15][C:12]([F:13])([F:14])[S:9]([O:8][C:7]1[CH:6]=[CH:5][C:4]([CH2:16][C:17]([NH:20][C:21]2[CH:22]=[CH:23][C:24]([N:27]3[CH2:32][CH2:31][N:30]([C:33](=[O:35])[CH3:34])[CH2:29][CH2:28]3)=[CH:25][N:26]=2)=[O:19])=[CH:3][C:2]=1[Cl:1])(=[O:10])=[O:11]. The catalyst class is: 3. (2) Reactant: [CH3:1][N:2]([CH3:25])[S:3]([N:6]1[C:10]([CH:11](O)[C:12]2[S:13][CH:14]=[CH:15][CH:16]=2)=[CH:9][N:8]=[C:7]1[Si](C(C)(C)C)(C)C)(=[O:5])=[O:4].[F-].C([N+](CCCC)(CCCC)CCCC)CCC.CN(C)S(N1C(C(O)C2SC=CC=2)=CN=C1)(=O)=O.C([SiH](CC)CC)C.FC(F)(F)C(O)=O. Product: [CH3:25][N:2]([CH3:1])[S:3]([N:6]1[C:10]([CH2:11][C:12]2[S:13][CH:14]=[CH:15][CH:16]=2)=[CH:9][N:8]=[CH:7]1)(=[O:5])=[O:4]. The catalyst class is: 266.